From a dataset of Forward reaction prediction with 1.9M reactions from USPTO patents (1976-2016). Predict the product of the given reaction. The product is: [C:27]([O:31][C:32]([NH:34][CH2:35][C:36]1[CH:42]=[CH:41][C:39]([NH:40]/[C:16](=[C:6]2\[C:5](=[O:26])[NH:4][C:12]3[C:7]\2=[CH:8][C:9]([N+:13]([O-:15])=[O:14])=[CH:10][CH:11]=3)/[C:17]2[CH:22]=[CH:21][CH:20]=[CH:19][CH:18]=2)=[CH:38][CH:37]=1)=[O:33])([CH3:30])([CH3:28])[CH3:29]. Given the reactants C([N:4]1[C:12]2[C:7](=[CH:8][C:9]([N+:13]([O-:15])=[O:14])=[CH:10][CH:11]=2)[C:6](=[C:16](OCC)[C:17]2[CH:22]=[CH:21][CH:20]=[CH:19][CH:18]=2)[C:5]1=[O:26])(=O)C.[C:27]([O:31][C:32]([NH:34][CH2:35][C:36]1[CH:42]=[CH:41][C:39]([NH2:40])=[CH:38][CH:37]=1)=[O:33])([CH3:30])([CH3:29])[CH3:28].[OH-].[Na+], predict the reaction product.